From a dataset of Reaction yield outcomes from USPTO patents with 853,638 reactions. Predict the reaction yield, written as a fraction of the theoretical maximum amount of product (1.0 means a 100% yield; for example, 0.34 means a 34% yield). (1) The reactants are [Br:1][C:2]1[CH:9]=[C:8]([CH2:10][CH3:11])[C:5]([CH2:6][NH2:7])=[C:4]([CH2:12][CH3:13])[CH:3]=1.Br[CH2:15][CH2:16][CH2:17][CH2:18][CH2:19]Br.C(=O)([O-])[O-].[K+].[K+]. The catalyst is O1CCOCC1. The product is [Br:1][C:2]1[CH:3]=[C:4]([CH2:12][CH3:13])[C:5]([CH2:6][N:7]2[CH2:19][CH2:18][CH2:17][CH2:16][CH2:15]2)=[C:8]([CH2:10][CH3:11])[CH:9]=1. The yield is 0.580. (2) The reactants are [Br:1][C:2]1[C:3](F)=[C:4]2[C:10]([NH:11][C:12](=[O:16])[CH2:13][O:14][CH3:15])=[CH:9][NH:8][C:5]2=[N:6][CH:7]=1.[CH3:18][C:19]1([NH:25][C:26](=[O:32])[O:27][C:28]([CH3:31])([CH3:30])[CH3:29])[CH2:24][CH2:23][CH2:22][NH:21][CH2:20]1. The catalyst is CCCCO. The product is [NH2:25][C:19]1([CH3:18])[CH2:24][CH2:23][CH2:22][N:21]([C:3]2[C:2]([Br:1])=[CH:7][N:6]=[C:5]3[NH:8][CH:9]=[C:10]([NH:11][C:12](=[O:16])[CH2:13][O:14][CH3:15])[C:4]=23)[CH2:20]1.[Br:1][C:2]1[C:3]([N:21]2[CH2:22][CH2:23][CH2:24][C:19]([NH:25][C:26](=[O:32])[O:27][C:28]([CH3:31])([CH3:30])[CH3:29])([CH3:18])[CH2:20]2)=[C:4]2[C:10]([NH:11][C:12](=[O:16])[CH2:13][O:14][CH3:15])=[CH:9][NH:8][C:5]2=[N:6][CH:7]=1. The yield is 0.490. (3) The reactants are [NH2:1][C:2]1[CH:7]=[CH:6][C:5]([C:8]2[N:9]([CH2:24][CH3:25])[C:10]3[C:15]([C:16]=2[C:17]#[N:18])=[CH:14][CH:13]=[C:12]([O:19][C:20]([F:23])([F:22])[F:21])[CH:11]=3)=[CH:4][CH:3]=1.[CH2:26]([S:28](Cl)(=[O:30])=[O:29])[CH3:27]. The catalyst is N1C=CC=CC=1.O. The product is [C:17]([C:16]1[C:15]2[C:10](=[CH:11][C:12]([O:19][C:20]([F:23])([F:21])[F:22])=[CH:13][CH:14]=2)[N:9]([CH2:24][CH3:25])[C:8]=1[C:5]1[CH:4]=[CH:3][C:2]([NH:1][S:28]([CH2:26][CH3:27])(=[O:30])=[O:29])=[CH:7][CH:6]=1)#[N:18]. The yield is 0.830. (4) The reactants are [C:1]([C:5]1[CH:10]=[C:9]([C:11]#[C:12][Si:13]([CH3:16])([CH3:15])[CH3:14])[CH:8]=[C:7]([C:17]([CH3:20])([CH3:19])[CH3:18])[C:6]=1[OH:21])([CH3:4])([CH3:3])[CH3:2].[C:22](=O)([O-])[O-].[K+].[K+].CI. The catalyst is CC(C)=O. The product is [C:1]([C:5]1[CH:10]=[C:9]([C:11]#[C:12][Si:13]([CH3:15])([CH3:16])[CH3:14])[CH:8]=[C:7]([C:17]([CH3:20])([CH3:19])[CH3:18])[C:6]=1[O:21][CH3:22])([CH3:4])([CH3:3])[CH3:2]. The yield is 0.900. (5) The reactants are [F:1][C:2]1[CH:7]=[CH:6][CH:5]=[C:4]([F:8])[C:3]=1[N:9]1[C:14]2[N:15]=[C:16]([NH:27][CH2:28][C:29](O)=[O:30])[N:17]=[C:18]([C:19]3[CH:24]=[CH:23][C:22]([F:25])=[CH:21][C:20]=3[CH3:26])[C:13]=2[CH:12]=[CH:11][C:10]1=[O:32].Cl.[NH:34]1[CH2:37][CH:36]([OH:38])[CH2:35]1.CN(C(ON1N=NC2C1=CC=CC=2)=[N+](C)C)C.F[P-](F)(F)(F)(F)F.CN1CCOCC1. The catalyst is CN(C=O)C. The product is [F:8][C:4]1[CH:5]=[CH:6][CH:7]=[C:2]([F:1])[C:3]=1[N:9]1[C:14]2[N:15]=[C:16]([NH:27][CH2:28][C:29]([N:34]3[CH2:37][CH:36]([OH:38])[CH2:35]3)=[O:30])[N:17]=[C:18]([C:19]3[CH:24]=[CH:23][C:22]([F:25])=[CH:21][C:20]=3[CH3:26])[C:13]=2[CH:12]=[CH:11][C:10]1=[O:32]. The yield is 0.490.